Task: Predict the reactants needed to synthesize the given product.. Dataset: Full USPTO retrosynthesis dataset with 1.9M reactions from patents (1976-2016) (1) Given the product [Cl:2][C:3]1[CH:8]=[CH:7][C:6]([CH:9]2[C:14]3[CH:15]=[C:16]([C:18]4[CH:19]=[CH:20][N:21]=[CH:22][CH:23]=4)[S:17][C:13]=3[CH2:12][CH2:11][CH2:10]2)=[CH:5][CH:4]=1, predict the reactants needed to synthesize it. The reactants are: Cl.[Cl:2][C:3]1[CH:8]=[CH:7][C:6]([CH:9]2[C:14]3[CH:15]=[C:16]([C:18]4[CH:23]=[CH:22][N:21]=[CH:20][CH:19]=4)[S:17][C:13]=3[CH2:12][CH2:11][CH2:10]2)=[CH:5][CH:4]=1.O.C(OCC)(=O)C. (2) Given the product [CH3:1][O:2][CH2:3][CH2:4][O:5][CH2:6][C:7]1[CH:8]=[C:9]2[C:46](=[CH:47][CH:48]=1)[C@:13]1([CH2:18][CH2:17][NH:16][CH2:15][C@@H:14]1[O:29][CH2:30][C:31]1[CH:32]=[CH:33][C:34]3[O:39][CH2:38][CH2:37][N:36]([CH2:40][CH2:41][CH2:42][O:43][CH3:44])[C:35]=3[CH:45]=1)[O:12][CH2:11][CH2:10]2, predict the reactants needed to synthesize it. The reactants are: [CH3:1][O:2][CH2:3][CH2:4][O:5][CH2:6][C:7]1[CH:8]=[C:9]2[C:46](=[CH:47][CH:48]=1)[C@:13]1([CH2:18][CH2:17][N:16](S(C3C=CC(C)=CC=3)(=O)=O)[CH2:15][C@@H:14]1[O:29][CH2:30][C:31]1[CH:32]=[CH:33][C:34]3[O:39][CH2:38][CH2:37][N:36]([CH2:40][CH2:41][CH2:42][O:43][CH3:44])[C:35]=3[CH:45]=1)[O:12][CH2:11][CH2:10]2.CO.C1COCC1. (3) The reactants are: [CH2:1]([N:3]1[C:12]2[C:7](=[CH:8][C:9]([NH:13][C:14](=[O:22])[CH2:15][CH:16]([CH3:21])[CH2:17][N+:18]([O-])=O)=[CH:10][CH:11]=2)[C:6](=[O:23])[N:5]([CH2:24][CH3:25])[C:4]1=[O:26])[CH3:2].[H][H]. Given the product [NH2:18][CH2:17][CH:16]([CH3:21])[CH2:15][C:14]([NH:13][C:9]1[CH:8]=[C:7]2[C:12](=[CH:11][CH:10]=1)[N:3]([CH2:1][CH3:2])[C:4](=[O:26])[N:5]([CH2:24][CH3:25])[C:6]2=[O:23])=[O:22], predict the reactants needed to synthesize it. (4) Given the product [CH3:33][CH:34]([CH3:39])[CH2:35][CH:36]([NH:38][C:30]([C:28]1[CH:27]=[CH:26][C:25]2[N:21]([CH2:20][C:17]3[CH:16]=[CH:15][C:14]([C:9]4[C:8]([C:6]([O:5][C:1]([CH3:2])([CH3:3])[CH3:4])=[O:7])=[CH:13][CH:12]=[CH:11][CH:10]=4)=[CH:19][CH:18]=3)[CH:22]=[N:23][C:24]=2[CH:29]=1)=[O:31])[CH3:37], predict the reactants needed to synthesize it. The reactants are: [C:1]([O:5][C:6]([C:8]1[CH:13]=[CH:12][CH:11]=[CH:10][C:9]=1[C:14]1[CH:19]=[CH:18][C:17]([CH2:20][N:21]2[C:25]3[CH:26]=[CH:27][C:28]([C:30](O)=[O:31])=[CH:29][C:24]=3[N:23]=[CH:22]2)=[CH:16][CH:15]=1)=[O:7])([CH3:4])([CH3:3])[CH3:2].[CH3:33][CH:34]([CH3:39])[CH2:35][CH:36]([NH2:38])[CH3:37].CN(C(ON1N=NC2C=CC=NC1=2)=[N+](C)C)C.F[P-](F)(F)(F)(F)F.CCN(C(C)C)C(C)C. (5) Given the product [C:22]([O:21][C:19]([NH:18][CH2:17][CH2:16][CH2:15][N:12]1[C:13]2[CH:14]=[C:5]([C:3]([OH:4])=[O:2])[CH:6]=[CH:7][C:8]=2[C:9]2=[N:29][N:28]([CH:30]3[CH2:35][CH2:34][CH2:33][CH2:32][O:31]3)[C:27]([CH3:36])=[C:10]2[C:11]1=[O:26])=[O:20])([CH3:25])([CH3:23])[CH3:24], predict the reactants needed to synthesize it. The reactants are: C[O:2][C:3]([C:5]1[CH:6]=[CH:7][C:8]2[C:9]3[C:10](=[C:27]([CH3:36])[N:28]([CH:30]4[CH2:35][CH2:34][CH2:33][CH2:32][O:31]4)[N:29]=3)[C:11](=[O:26])[N:12]([CH2:15][CH2:16][CH2:17][NH:18][C:19]([O:21][C:22]([CH3:25])([CH3:24])[CH3:23])=[O:20])[C:13]=2[CH:14]=1)=[O:4].CO.O.[OH-].[Na+]. (6) Given the product [F:1][C:2]1[CH:3]=[CH:4][C:5]([C:8]2([C:10]3[N:19]=[C:18]([NH:20][C:21]4[CH:25]=[C:24]([CH3:26])[NH:23][N:22]=4)[C:17]4[C:12](=[CH:13][CH:14]=[CH:15][CH:16]=4)[N:11]=3)[O:29][CH2:28][CH2:27][O:9]2)=[N:6][CH:7]=1, predict the reactants needed to synthesize it. The reactants are: [F:1][C:2]1[CH:3]=[CH:4][C:5]([C:8]([C:10]2[N:19]=[C:18]([NH:20][C:21]3[CH:25]=[C:24]([CH3:26])[NH:23][N:22]=3)[C:17]3[C:12](=[CH:13][CH:14]=[CH:15][CH:16]=3)[N:11]=2)=[O:9])=[N:6][CH:7]=1.[CH2:27](O)[CH2:28][OH:29].O.C1(C)C=CC(S(O)(=O)=O)=CC=1. (7) Given the product [CH3:1][C:2]1[CH:12]=[CH:11][CH:10]=[C:9]([O:13][CH2:14][CH2:15][O:16][C@@H:17]2[CH2:22][CH2:21][CH2:20][C@H:19]([O:23][CH2:24][C:25]3[N:26]=[C:27]([C:31]4[CH:32]=[C:33]([CH3:37])[CH:34]=[CH:35][CH:36]=4)[O:28][C:29]=3[CH3:30])[CH2:18]2)[C:3]=1[C:4]([OH:6])=[O:5], predict the reactants needed to synthesize it. The reactants are: [CH3:1][C:2]1[CH:12]=[CH:11][CH:10]=[C:9]([O:13][CH2:14][CH2:15][O:16][C@@H:17]2[CH2:22][CH2:21][CH2:20][C@H:19]([O:23][CH2:24][C:25]3[N:26]=[C:27]([C:31]4[CH:32]=[C:33]([CH3:37])[CH:34]=[CH:35][CH:36]=4)[O:28][C:29]=3[CH3:30])[CH2:18]2)[C:3]=1[C:4]([O:6]CC)=[O:5].[OH-].[Na+]. (8) Given the product [Br:42][C:39]1[C:38]2=[N:43][C:35]3=[CH:36][N:37]2[C:12]([N:13]2[CH2:14][CH2:15][C:16]([CH3:50])([O:17][CH2:18][CH2:19][CH2:20][CH2:21][C@H:22]([CH3:47])[O:23][C:24]4[CH:25]=[CH:26][C:27]([F:46])=[CH:28][C:29]=4[C:30]4[CH:45]=[C:34]3[CH:33]=[CH:32][CH:31]=4)[CH2:48][CH2:49]2)=[C:11]([C@H:6]([O:5][C:1]([CH3:4])([CH3:3])[CH3:2])[C:7]([O:9][CH3:10])=[O:8])[C:40]=1[CH3:41], predict the reactants needed to synthesize it. The reactants are: [C:1]([O:5][C@@H:6]([C:11]1[C:40]([CH3:41])=[C:39]([Br:42])[C:38]2=[N:43][C:35]3=[C:36](Br)[N:37]2[C:12]=1[N:13]1[CH2:49][CH2:48][C:16]([CH3:50])([O:17][CH2:18][CH2:19][CH2:20][CH2:21][C@H:22]([CH3:47])[O:23][C:24]2[CH:25]=[CH:26][C:27]([F:46])=[CH:28][C:29]=2[C:30]2[CH:45]=[C:34]3[CH:33]=[CH:32][CH:31]=2)[CH2:15][CH2:14]1)[C:7]([O:9][CH3:10])=[O:8])([CH3:4])([CH3:3])[CH3:2].COC1C=CC=C(OC)C=1C1C=CC=CC=1P(C1CCCCC1)C1CCCCC1.CCCCO.C([O-])([O-])=O.[Cs+].[Cs+]. (9) Given the product [CH:1]1[C:10]2[C:5](=[CH:6][CH:7]=[CH:8][C:9]=2[CH2:11][C:12]([OH:14])=[O:13])[CH:4]=[CH:3][N:2]=1, predict the reactants needed to synthesize it. The reactants are: [CH:1]1[C:10]2[C:5](=[CH:6][CH:7]=[CH:8][C:9]=2[CH2:11][C:12]([O:14]C(C)(C)C)=[O:13])[CH:4]=[CH:3][N:2]=1.C(O)(C(F)(F)F)=O.N.